This data is from Full USPTO retrosynthesis dataset with 1.9M reactions from patents (1976-2016). The task is: Predict the reactants needed to synthesize the given product. (1) Given the product [NH2:11][CH2:12][C:13]1[CH:14]=[C:15]([NH:24][C:25](=[O:66])[CH2:26][O:27][C:28]2[C:29]([CH3:65])=[CH:30][C:31]([CH:35]([NH:39][C:40]3[CH:41]=[C:42]4[C:47](=[CH:48][CH:49]=3)[C:46]([N:50]([C:58]([O:60][C:61]([CH3:64])([CH3:63])[CH3:62])=[O:59])[C:51]([O:53][C:54]([CH3:55])([CH3:57])[CH3:56])=[O:52])=[N:45][CH:44]=[CH:43]4)[C:36]([OH:38])=[O:37])=[CH:32][C:33]=2[CH3:34])[CH:16]=[CH:17][C:18]=1[S:19]([CH2:22][CH3:23])(=[O:21])=[O:20], predict the reactants needed to synthesize it. The reactants are: C(OC([NH:11][CH2:12][C:13]1[CH:14]=[C:15]([NH:24][C:25](=[O:66])[CH2:26][O:27][C:28]2[C:33]([CH3:34])=[CH:32][C:31]([CH:35]([NH:39][C:40]3[CH:41]=[C:42]4[C:47](=[CH:48][CH:49]=3)[C:46]([N:50]([C:58]([O:60][C:61]([CH3:64])([CH3:63])[CH3:62])=[O:59])[C:51]([O:53][C:54]([CH3:57])([CH3:56])[CH3:55])=[O:52])=[N:45][CH:44]=[CH:43]4)[C:36]([OH:38])=[O:37])=[CH:30][C:29]=2[CH3:65])[CH:16]=[CH:17][C:18]=1[S:19]([CH2:22][CH3:23])(=[O:21])=[O:20])=O)C1C=CC=CC=1. (2) The reactants are: [CH2:1](N1C2N=CN=C(OC3C=CC(NC(NC(=O)CC4C=CC=CC=4)=S)=CC=3F)C=2C=C1)C1C=CC=CC=1.[F:38][C:39]1[CH:40]=[C:41]([NH:55][C:56]([NH:58][C:59](=[O:67])[CH2:60][C:61]2[CH:66]=[CH:65][CH:64]=[CH:63][CH:62]=2)=[S:57])[CH:42]=[CH:43][C:44]=1[O:45][C:46]1[CH:51]=[CH:50][N:49]=[C:48]2[CH:52]=[CH:53][S:54][C:47]=12.CC(C)C(C1C=CC=CC=1)C(N=C=S)=O. Given the product [F:38][C:39]1[CH:40]=[C:41]([NH:55][C:56]([NH:58][C:59](=[O:67])[CH:60]([C:61]2[CH:62]=[CH:63][CH:64]=[CH:65][CH:66]=2)[CH3:1])=[S:57])[CH:42]=[CH:43][C:44]=1[O:45][C:46]1[CH:51]=[CH:50][N:49]=[C:48]2[CH:52]=[CH:53][S:54][C:47]=12, predict the reactants needed to synthesize it. (3) The reactants are: [CH3:1][O:2][C:3]([C:5]1[CH:6]=[C:7]([CH:11]=[C:12]([N+:14]([O-])=O)[CH:13]=1)[C:8]([OH:10])=[O:9])=[O:4]. Given the product [NH2:14][C:12]1[CH:11]=[C:7]([CH:6]=[C:5]([C:3]([O:2][CH3:1])=[O:4])[CH:13]=1)[C:8]([OH:10])=[O:9], predict the reactants needed to synthesize it. (4) Given the product [CH3:1][O:2][C:3](=[O:29])[CH2:4][C:5]1[CH:10]=[CH:9][C:8]([C:11]#[C:12][C:13]2[CH:14]=[C:15]3[C:20](=[C:21]([CH2:23][C:35]#[C:34][Si:31]([CH3:33])([CH3:32])[CH3:30])[CH:22]=2)[O:19][C:18]([CH3:26])([CH3:25])[CH2:17][C:16]3([CH3:28])[CH3:27])=[CH:7][CH:6]=1, predict the reactants needed to synthesize it. The reactants are: [CH3:1][O:2][C:3](=[O:29])[CH2:4][C:5]1[CH:10]=[CH:9][C:8]([C:11]#[C:12][C:13]2[CH:14]=[C:15]3[C:20](=[C:21]([CH2:23]Br)[CH:22]=2)[O:19][C:18]([CH3:26])([CH3:25])[CH2:17][C:16]3([CH3:28])[CH3:27])=[CH:7][CH:6]=1.[CH3:30][Si:31]([C:34]#[CH:35])([CH3:33])[CH3:32].C(OCC)(=O)C. (5) Given the product [CH2:19]([N:1]([CH2:19][C:20]1[CH:25]=[CH:24][CH:23]=[CH:22][CH:21]=1)[C:2]1[C:11]2[C:6](=[CH:7][CH:8]=[C:9]([O:16][CH2:13][C:2]3[CH:3]=[CH:4][CH:5]=[CH:6][CH:11]=3)[CH:10]=2)[CH:5]=[CH:4][CH:3]=1)[C:20]1[CH:25]=[CH:24][CH:23]=[CH:22][CH:21]=1, predict the reactants needed to synthesize it. The reactants are: [NH2:1][C:2]1[CH:3]=[CH:4][CH:5]=[C:6]2[C:11]=1[CH:10]=[C:9](O)[CH:8]=[CH:7]2.[C:13](=[O:16])([O-])[O-].[K+].[K+].[CH2:19](Br)[C:20]1[CH:25]=[CH:24][CH:23]=[CH:22][CH:21]=1.